This data is from Forward reaction prediction with 1.9M reactions from USPTO patents (1976-2016). The task is: Predict the product of the given reaction. (1) Given the reactants [F:1][C:2]1[CH:7]=[CH:6][C:5]([CH:8](O)[CH2:9][N:10]2[CH2:15][CH2:14][N:13]([C:16]3[CH:21]=[N:20][CH:19]=[CH:18][N:17]=3)[CH2:12][CH2:11]2)=[CH:4][CH:3]=1.CS(Cl)(=O)=O.[S:28]1[CH:32]=[CH:31][CH:30]=[C:29]1[CH2:33][NH2:34], predict the reaction product. The product is: [F:1][C:2]1[CH:7]=[CH:6][C:5]([CH:8]([NH:34][CH2:33][C:29]2[S:28][CH:32]=[CH:31][CH:30]=2)[CH2:9][N:10]2[CH2:15][CH2:14][N:13]([C:16]3[CH:21]=[N:20][CH:19]=[CH:18][N:17]=3)[CH2:12][CH2:11]2)=[CH:4][CH:3]=1. (2) Given the reactants [C:1]([O:5][CH:6]([C:11]1[C:12]([CH3:27])=[N:13][C:14]2[N:15]([N:18]=[C:19]([C:21]3[CH:26]=[CH:25][CH:24]=[CH:23][CH:22]=3)[CH:20]=2)[C:16]=1[Cl:17])[C:7]([O:9][CH3:10])=[O:8])([CH3:4])([CH3:3])[CH3:2].C1C(=O)N([Br:35])C(=O)C1, predict the reaction product. The product is: [Br:35][C:20]1[C:19]([C:21]2[CH:26]=[CH:25][CH:24]=[CH:23][CH:22]=2)=[N:18][N:15]2[C:16]([Cl:17])=[C:11]([CH:6]([O:5][C:1]([CH3:4])([CH3:3])[CH3:2])[C:7]([O:9][CH3:10])=[O:8])[C:12]([CH3:27])=[N:13][C:14]=12.